From a dataset of Reaction yield outcomes from USPTO patents with 853,638 reactions. Predict the reaction yield, written as a fraction of the theoretical maximum amount of product (1.0 means a 100% yield; for example, 0.34 means a 34% yield). (1) The reactants are [F:1][C:2]1[CH:9]=[CH:8][C:7]([C:10]2[S:14][CH:13]=[N:12][CH:11]=2)=[CH:6][C:3]=1[C:4]#[N:5].C([O-])(=O)C.[K+].[Br:20]Br.[OH-].[Na+]. The catalyst is C(O)(=O)C. The product is [Br:20][C:13]1[S:14][C:10]([C:7]2[CH:8]=[CH:9][C:2]([F:1])=[C:3]([CH:6]=2)[C:4]#[N:5])=[CH:11][N:12]=1. The yield is 0.300. (2) The reactants are [CH3:1][O:2][C:3]1[CH:4]=[C:5]2[C:10](=[CH:11][CH:12]=1)[CH:9]=[C:8]([C:13]1[N:14]=[C:15]([C:24]([CH3:28])([CH3:27])[CH2:25][NH2:26])[NH:16][C:17]=1[C:18]1[CH:23]=[CH:22][N:21]=[CH:20][CH:19]=1)[CH:7]=[CH:6]2.[CH2:29]([N:32]=[C:33]=[O:34])[CH2:30][CH3:31]. No catalyst specified. The product is [CH2:29]([NH:32][C:33]([NH:26][CH2:25][C:24]([C:15]1[NH:16][C:17]([C:18]2[CH:23]=[CH:22][N:21]=[CH:20][CH:19]=2)=[C:13]([C:8]2[CH:7]=[CH:6][C:5]3[C:10](=[CH:11][CH:12]=[C:3]([O:2][CH3:1])[CH:4]=3)[CH:9]=2)[N:14]=1)([CH3:28])[CH3:27])=[O:34])[CH2:30][CH3:31]. The yield is 0.490.